From a dataset of Full USPTO retrosynthesis dataset with 1.9M reactions from patents (1976-2016). Predict the reactants needed to synthesize the given product. Given the product [C:1]([O:5][C:6]([N:8]1[CH2:13][CH2:12][C:11]([C:29]2[CH:30]=[CH:31][C:32]([Cl:35])=[CH:33][CH:34]=2)([C:14]2[CH:15]=[CH:16][C:17]([C:44]3[CH:43]=[N:42][N:41]([S:38](=[O:39])(=[O:40])[N:37]([CH3:36])[CH3:50])[C:45]=3[CH:46]3[CH2:47][CH2:48]3)=[CH:18][CH:19]=2)[CH2:10][CH2:9]1)=[O:7])([CH3:4])([CH3:2])[CH3:3], predict the reactants needed to synthesize it. The reactants are: [C:1]([O:5][C:6]([N:8]1[CH2:13][CH2:12][C:11]([C:29]2[CH:34]=[CH:33][C:32]([Cl:35])=[CH:31][CH:30]=2)([C:14]2[CH:19]=[CH:18][C:17](B3OC(C)(C)C(C)(C)O3)=[CH:16][CH:15]=2)[CH2:10][CH2:9]1)=[O:7])([CH3:4])([CH3:3])[CH3:2].[CH3:36][N:37]([CH3:50])[S:38]([N:41]1[C:45]([CH:46]2[CH2:48][CH2:47]2)=[C:44](Br)[CH:43]=[N:42]1)(=[O:40])=[O:39].